Dataset: Reaction yield outcomes from USPTO patents with 853,638 reactions. Task: Predict the reaction yield, written as a fraction of the theoretical maximum amount of product (1.0 means a 100% yield; for example, 0.34 means a 34% yield). The reactants are [O:1]=[C:2]1[NH:7][C:6]2[CH:8]=[C:9]([CH2:12][N:13]3[CH2:18][CH2:17][N:16]([C:19]4[CH:27]=[CH:26][C:22]([C:23]([OH:25])=O)=[CH:21][CH:20]=4)[CH2:15][CH2:14]3)[CH:10]=[N:11][C:5]=2[N:4]2[CH2:28][CH2:29][CH2:30][C@@H:3]12.[NH:31]1[CH2:35][CH2:34][CH2:33][CH2:32]1.CN(C(ON1N=NC2C=CC=NC1=2)=[N+](C)C)C.F[P-](F)(F)(F)(F)F.CN1CCOCC1. The catalyst is CN(C=O)C. The product is [N:31]1([C:23]([C:22]2[CH:21]=[CH:20][C:19]([N:16]3[CH2:15][CH2:14][N:13]([CH2:12][C:9]4[CH:10]=[N:11][C:5]5[N:4]6[CH2:28][CH2:29][CH2:30][C@H:3]6[C:2](=[O:1])[NH:7][C:6]=5[CH:8]=4)[CH2:18][CH2:17]3)=[CH:27][CH:26]=2)=[O:25])[CH2:35][CH2:34][CH2:33][CH2:32]1. The yield is 0.260.